Dataset: Forward reaction prediction with 1.9M reactions from USPTO patents (1976-2016). Task: Predict the product of the given reaction. Given the reactants [N+:1]([C:4]1[CH:9]=[CH:8][C:7]([S:10]([N-:13][CH3:14])(=[O:12])=[O:11])=[CH:6][CH:5]=1)([O-])=O.O.NN, predict the reaction product. The product is: [NH2:1][C:4]1[CH:9]=[CH:8][C:7]([S:10]([NH:13][CH3:14])(=[O:12])=[O:11])=[CH:6][CH:5]=1.